This data is from Forward reaction prediction with 1.9M reactions from USPTO patents (1976-2016). The task is: Predict the product of the given reaction. (1) Given the reactants Br[CH2:2][C:3]1[CH:10]=[C:9]([C:11]2[CH2:15][C:14]([C:20]3[CH:25]=[C:24]([Cl:26])[CH:23]=[C:22]([Cl:27])[CH:21]=3)([C:16]([F:19])([F:18])[F:17])[O:13][N:12]=2)[CH:8]=[CH:7][C:4]=1[C:5]#[N:6].[N:28]1[CH:33]=[CH:32][CH:31]=[CH:30][C:29]=1[CH2:34][NH2:35].C(=O)([O-])[O-].[K+].[K+], predict the reaction product. The product is: [Cl:27][C:22]1[CH:21]=[C:20]([C:14]2([C:16]([F:18])([F:17])[F:19])[O:13][N:12]=[C:11]([C:9]3[CH:10]=[C:3]4[C:4](=[CH:7][CH:8]=3)[C:5](=[NH:6])[N:35]([CH2:34][C:29]3[CH:30]=[CH:31][CH:32]=[CH:33][N:28]=3)[CH2:2]4)[CH2:15]2)[CH:25]=[C:24]([Cl:26])[CH:23]=1. (2) Given the reactants [CH3:1][C:2]1([CH3:21])[O:6][CH:5]([CH2:7][CH2:8][O:9][N:10]2C(=O)C3C(=CC=CC=3)C2=O)[CH2:4][O:3]1.CNN, predict the reaction product. The product is: [CH3:1][C:2]1([CH3:21])[O:6][CH:5]([CH2:7][CH2:8][O:9][NH2:10])[CH2:4][O:3]1.